Dataset: Peptide-MHC class II binding affinity with 134,281 pairs from IEDB. Task: Regression. Given a peptide amino acid sequence and an MHC pseudo amino acid sequence, predict their binding affinity value. This is MHC class II binding data. (1) The MHC is HLA-DQA10102-DQB10602 with pseudo-sequence HLA-DQA10102-DQB10602. The peptide sequence is YESYKFIPALEAA. The binding affinity (normalized) is 0.465. (2) The peptide sequence is YDKFLANVSTNLTGK. The binding affinity (normalized) is 0.686. The MHC is DRB1_0405 with pseudo-sequence DRB1_0405.